The task is: Predict the product of the given reaction.. This data is from Forward reaction prediction with 1.9M reactions from USPTO patents (1976-2016). (1) Given the reactants [Cl:1][C:2]1[CH:10]=[CH:9][C:8]2[NH:7][C:6]3[CH2:11][CH:12]([CH3:16])[N:13]([CH3:15])[CH2:14][C:5]=3[C:4]=2[CH:3]=1.[F:17][C:18]([F:28])([F:27])[C:19]1[CH:24]=[CH:23][C:22]([CH:25]=[CH2:26])=[CH:21][N:20]=1.[OH-].[K+], predict the reaction product. The product is: [Cl:1][C:2]1[CH:10]=[CH:9][C:8]2[N:7]([CH2:26][CH2:25][C:22]3[CH:21]=[N:20][C:19]([C:18]([F:28])([F:17])[F:27])=[CH:24][CH:23]=3)[C:6]3[CH2:11][CH:12]([CH3:16])[N:13]([CH3:15])[CH2:14][C:5]=3[C:4]=2[CH:3]=1. (2) Given the reactants [CH3:1][N:2]([CH3:15])[C:3](=[O:14])[C:4]1[CH:9]=[CH:8][C:7]([N+:10]([O-])=O)=[C:6]([CH3:13])[CH:5]=1, predict the reaction product. The product is: [NH2:10][C:7]1[CH:8]=[CH:9][C:4]([C:3]([N:2]([CH3:15])[CH3:1])=[O:14])=[CH:5][C:6]=1[CH3:13]. (3) Given the reactants [CH3:1][C:2]([O:7][C:8]1[CH:13]=[CH:12][C:11]([C:14]2[CH:19]=[CH:18][CH:17]=[CH:16][N:15]=2)=[CH:10][CH:9]=1)([CH3:6])[C:3]([OH:5])=O.CN([P+](ON1N=NC2C=CC=CC1=2)(N(C)C)N(C)C)C.F[P-](F)(F)(F)(F)F.Cl.[NH:48]1[CH2:52][CH2:51][C:50]2([C:56]3[CH:57]=[CH:58][CH:59]=[CH:60][C:55]=3[C:54](=[O:61])[O:53]2)[CH2:49]1.C(N(CC)C(C)C)(C)C.C(=O)(O)[O-].[Na+], predict the reaction product. The product is: [CH3:6][C:2]([O:7][C:8]1[CH:13]=[CH:12][C:11]([C:14]2[CH:19]=[CH:18][CH:17]=[CH:16][N:15]=2)=[CH:10][CH:9]=1)([CH3:1])[C:3]([N:48]1[CH2:52][CH2:51][C:50]2([C:56]3[CH:57]=[CH:58][CH:59]=[CH:60][C:55]=3[C:54](=[O:61])[O:53]2)[CH2:49]1)=[O:5].